Dataset: Full USPTO retrosynthesis dataset with 1.9M reactions from patents (1976-2016). Task: Predict the reactants needed to synthesize the given product. (1) Given the product [C:1]1([C@H:7]2[C@H:16]3[CH2:17][CH2:18][N:19]([C:20]([C@H:22]4[CH2:27][CH2:26][CH2:25][CH2:24][C@H:23]4[NH:28][C:29]([NH:31][CH2:32][CH2:33][C:34]([NH2:41])=[O:35])=[O:30])=[O:21])[C@H:15]3[C:14]3[CH:13]=[CH:12][CH:11]=[CH:10][C:9]=3[NH:8]2)[CH:6]=[CH:5][CH:4]=[CH:3][CH:2]=1, predict the reactants needed to synthesize it. The reactants are: [C:1]1([C@H:7]2[C@H:16]3[CH2:17][CH2:18][N:19]([C:20]([C@H:22]4[CH2:27][CH2:26][CH2:25][CH2:24][C@H:23]4[NH:28][C:29]([NH:31][CH2:32][CH2:33][C:34](O)=[O:35])=[O:30])=[O:21])[C@H:15]3[C:14]3[CH:13]=[CH:12][CH:11]=[CH:10][C:9]=3[NH:8]2)[CH:6]=[CH:5][CH:4]=[CH:3][CH:2]=1.[Cl-].[NH4+].C([N:41](CC)CC)C.C(OP(C#N)(=O)OCC)C.C(=O)([O-])O.[Na+]. (2) Given the product [CH:29]1[C:28]2[C:21](=[CH:20][CH2:19][O:1][C:2]3[CH:3]=[CH:4][C:5]([CH2:8][CH:9]([O:15][CH2:16][CH3:17])[C:10]([O:12][CH2:13][CH3:14])=[O:11])=[CH:6][CH:7]=3)[C:22]3[CH:36]=[CH:35][CH:34]=[CH:33][C:23]=3[O:24][CH2:25][O:26][C:27]=2[CH:32]=[CH:31][CH:30]=1, predict the reactants needed to synthesize it. The reactants are: [OH:1][C:2]1[CH:7]=[CH:6][C:5]([CH2:8][CH:9]([O:15][CH2:16][CH3:17])[C:10]([O:12][CH2:13][CH3:14])=[O:11])=[CH:4][CH:3]=1.Br[CH2:19][CH:20]=[C:21]1[C:28]2[CH:29]=[CH:30][CH:31]=[CH:32][C:27]=2[O:26][CH2:25][O:24][C:23]2[CH:33]=[CH:34][CH:35]=[CH:36][C:22]1=2.C(=O)([O-])[O-].[K+].[K+]. (3) Given the product [C:14]([O:17][CH2:18][C:19]1[N:28]=[C:27]([N:9]2[CH2:8][C:7]3[CH:13]=[C:3]([Br:2])[CH:4]=[CH:5][C:6]=3[O:12][CH2:11][CH2:10]2)[C:26]2[CH2:25][C:24]([CH3:31])([CH3:30])[CH2:23][CH2:22][C:21]=2[N:20]=1)(=[O:16])[CH3:15], predict the reactants needed to synthesize it. The reactants are: Cl.[Br:2][C:3]1[CH:4]=[CH:5][C:6]2[O:12][CH2:11][CH2:10][NH:9][CH2:8][C:7]=2[CH:13]=1.[C:14]([O:17][CH2:18][C:19]1[N:28]=[C:27](Cl)[C:26]2[CH2:25][C:24]([CH3:31])([CH3:30])[CH2:23][CH2:22][C:21]=2[N:20]=1)(=[O:16])[CH3:15].C(N(CC)C(C)C)(C)C.